This data is from NCI-60 drug combinations with 297,098 pairs across 59 cell lines. The task is: Regression. Given two drug SMILES strings and cell line genomic features, predict the synergy score measuring deviation from expected non-interaction effect. (1) Drug 1: C1=NC2=C(N=C(N=C2N1C3C(C(C(O3)CO)O)F)Cl)N. Drug 2: CC1=C2C(C(=O)C3(C(CC4C(C3C(C(C2(C)C)(CC1OC(=O)C(C(C5=CC=CC=C5)NC(=O)OC(C)(C)C)O)O)OC(=O)C6=CC=CC=C6)(CO4)OC(=O)C)O)C)O. Cell line: UACC-257. Synergy scores: CSS=-0.893, Synergy_ZIP=0.892, Synergy_Bliss=0.0738, Synergy_Loewe=-3.63, Synergy_HSA=-3.53. (2) Drug 1: C1C(C(OC1N2C=C(C(=O)NC2=O)F)CO)O. Drug 2: CNC(=O)C1=NC=CC(=C1)OC2=CC=C(C=C2)NC(=O)NC3=CC(=C(C=C3)Cl)C(F)(F)F. Cell line: NCI-H226. Synergy scores: CSS=0.616, Synergy_ZIP=1.13, Synergy_Bliss=0.461, Synergy_Loewe=0.692, Synergy_HSA=-1.52. (3) Drug 1: CN(C)C1=NC(=NC(=N1)N(C)C)N(C)C. Drug 2: CC1C(C(=O)NC(C(=O)N2CCCC2C(=O)N(CC(=O)N(C(C(=O)O1)C(C)C)C)C)C(C)C)NC(=O)C3=C4C(=C(C=C3)C)OC5=C(C(=O)C(=C(C5=N4)C(=O)NC6C(OC(=O)C(N(C(=O)CN(C(=O)C7CCCN7C(=O)C(NC6=O)C(C)C)C)C)C(C)C)C)N)C. Cell line: SF-295. Synergy scores: CSS=4.34, Synergy_ZIP=-1.03, Synergy_Bliss=0.938, Synergy_Loewe=2.19, Synergy_HSA=1.87. (4) Drug 1: CC1=C(C=C(C=C1)NC(=O)C2=CC=C(C=C2)CN3CCN(CC3)C)NC4=NC=CC(=N4)C5=CN=CC=C5. Drug 2: CCC1(CC2CC(C3=C(CCN(C2)C1)C4=CC=CC=C4N3)(C5=C(C=C6C(=C5)C78CCN9C7C(C=CC9)(C(C(C8N6C)(C(=O)OC)O)OC(=O)C)CC)OC)C(=O)OC)O.OS(=O)(=O)O. Cell line: MCF7. Synergy scores: CSS=3.42, Synergy_ZIP=4.56, Synergy_Bliss=9.73, Synergy_Loewe=5.48, Synergy_HSA=6.35. (5) Drug 1: CS(=O)(=O)C1=CC(=C(C=C1)C(=O)NC2=CC(=C(C=C2)Cl)C3=CC=CC=N3)Cl. Drug 2: C(CC(=O)O)C(=O)CN.Cl. Cell line: MOLT-4. Synergy scores: CSS=15.3, Synergy_ZIP=-9.41, Synergy_Bliss=-8.31, Synergy_Loewe=-15.3, Synergy_HSA=-9.41. (6) Drug 1: C1CC(C1)(C(=O)O)C(=O)O.[NH2-].[NH2-].[Pt+2]. Drug 2: CC1C(C(CC(O1)OC2CC(CC3=C2C(=C4C(=C3O)C(=O)C5=CC=CC=C5C4=O)O)(C(=O)C)O)N)O. Cell line: HT29. Synergy scores: CSS=32.3, Synergy_ZIP=-0.462, Synergy_Bliss=-0.633, Synergy_Loewe=-18.4, Synergy_HSA=-0.237. (7) Drug 1: C1=C(C(=O)NC(=O)N1)N(CCCl)CCCl. Drug 2: CCC1(CC2CC(C3=C(CCN(C2)C1)C4=CC=CC=C4N3)(C5=C(C=C6C(=C5)C78CCN9C7C(C=CC9)(C(C(C8N6C=O)(C(=O)OC)O)OC(=O)C)CC)OC)C(=O)OC)O.OS(=O)(=O)O. Cell line: HCT-15. Synergy scores: CSS=29.5, Synergy_ZIP=4.63, Synergy_Bliss=5.89, Synergy_Loewe=4.37, Synergy_HSA=4.61. (8) Drug 1: CC1=CC=C(C=C1)C2=CC(=NN2C3=CC=C(C=C3)S(=O)(=O)N)C(F)(F)F. Drug 2: CCN(CC)CCNC(=O)C1=C(NC(=C1C)C=C2C3=C(C=CC(=C3)F)NC2=O)C. Cell line: NCI-H322M. Synergy scores: CSS=-1.84, Synergy_ZIP=0.169, Synergy_Bliss=-6.06, Synergy_Loewe=-7.04, Synergy_HSA=-6.09.